This data is from Catalyst prediction with 721,799 reactions and 888 catalyst types from USPTO. The task is: Predict which catalyst facilitates the given reaction. (1) Reactant: [Br:1][C:2]1[CH:3]=[C:4]([SH:9])[CH:5]=[CH:6][C:7]=1[F:8].[OH-].[Na+].I[CH3:13]. Product: [Br:1][C:2]1[CH:3]=[C:4]([S:9][CH3:13])[CH:5]=[CH:6][C:7]=1[F:8]. The catalyst class is: 5. (2) Reactant: [NH2:1][C:2]1[N:3]([CH2:24][C:25]([F:28])([F:27])[F:26])[C:4](=[O:23])[C:5]2([C:15]3[C:10](=[CH:11][CH:12]=[C:13](Br)[CH:14]=3)[O:9][CH:8]([C:17]3[CH:22]=[CH:21][CH:20]=[CH:19][CH:18]=3)[CH2:7]2)[N:6]=1.[C:29]([C:31]1[CH:32]=[C:33](B(O)O)[CH:34]=[CH:35][CH:36]=1)#[N:30]. Product: [NH2:1][C:2]1[N:3]([CH2:24][C:25]([F:28])([F:27])[F:26])[C:4](=[O:23])[C:5]2([C:15]3[C:10](=[CH:11][CH:12]=[C:13]([C:35]4[CH:36]=[C:31]([CH:32]=[CH:33][CH:34]=4)[C:29]#[N:30])[CH:14]=3)[O:9][CH:8]([C:17]3[CH:22]=[CH:21][CH:20]=[CH:19][CH:18]=3)[CH2:7]2)[N:6]=1. The catalyst class is: 806.